From a dataset of Full USPTO retrosynthesis dataset with 1.9M reactions from patents (1976-2016). Predict the reactants needed to synthesize the given product. (1) Given the product [F:9][C:8]([F:11])([F:10])[C:3]1[CH:4]=[CH:5][C:6]([N:12]2[CH2:17][CH2:16][NH:15][CH2:14][CH2:13]2)=[CH:7][CH:2]=1, predict the reactants needed to synthesize it. The reactants are: Cl[C:2]1[CH:7]=[CH:6][CH:5]=[CH:4][C:3]=1[C:8]([F:11])([F:10])[F:9].[NH:12]1[CH2:17][CH2:16][NH:15][CH2:14][CH2:13]1.CC(C)([O-])C.[Na+]. (2) The reactants are: Cl[C:2]1[C:11]2=[N:12][N:13](CC3C=CC(OC)=CC=3)[CH:14]=[C:10]2[C:9]2[CH:8]=[C:7]([O:24][CH3:25])[CH:6]=[CH:5][C:4]=2[N:3]=1.[NH2:26][C:27]1[CH:32]=[CH:31][C:30]([C:33]([N:35]2[CH2:40][CH2:39][CH:38]([N:41]3[CH2:46][CH2:45][N:44]([CH3:47])[CH2:43][CH2:42]3)[CH2:37][CH2:36]2)=[O:34])=[CH:29][C:28]=1[O:48][CH3:49].Cl. Given the product [CH3:49][O:48][C:28]1[CH:29]=[C:30]([C:33]([N:35]2[CH2:40][CH2:39][CH:38]([N:41]3[CH2:42][CH2:43][N:44]([CH3:47])[CH2:45][CH2:46]3)[CH2:37][CH2:36]2)=[O:34])[CH:31]=[CH:32][C:27]=1[NH:26][C:2]1[C:11]2=[N:12][NH:13][CH:14]=[C:10]2[C:9]2[CH:8]=[C:7]([O:24][CH3:25])[CH:6]=[CH:5][C:4]=2[N:3]=1, predict the reactants needed to synthesize it. (3) The reactants are: C1(P(C2C=CC=CC=2)C2C=CC=CC=2)C=CC=CC=1.[CH2:20](O)[CH2:21][O:22]CCO.N([C:34]([O:36][CH2:37][CH3:38])=O)=N[C:34]([O:36][CH2:37][CH3:38])=O.[Cl:39][C:40]1[C:49]2[C:44](=[CH:45][C:46]([OH:52])=[C:47]([O:50][CH3:51])[CH:48]=2)[N:43]=[N:42][CH:41]=1. Given the product [Cl:39][C:40]1[C:49]2[C:44](=[CH:45][C:46]([O:52][CH2:20][CH2:21][O:22][CH2:38][CH2:37][O:36][CH3:34])=[C:47]([O:50][CH3:51])[CH:48]=2)[N:43]=[N:42][CH:41]=1, predict the reactants needed to synthesize it. (4) Given the product [C:1]([O:5][C:6]([N:8]1[CH2:13][CH2:12][N:11]2[C:14]([CH:17]3[CH2:19][CH2:18]3)=[N:15][C:16]([Cl:40])=[C:10]2[CH:9]1[CH2:20][CH2:21][C:22]1[CH:27]=[CH:26][C:25]([F:28])=[C:24]([C:29]([F:30])([F:31])[F:32])[CH:23]=1)=[O:7])([CH3:4])([CH3:2])[CH3:3], predict the reactants needed to synthesize it. The reactants are: [C:1]([O:5][C:6]([N:8]1[CH2:13][CH2:12][N:11]2[C:14]([CH:17]3[CH2:19][CH2:18]3)=[N:15][CH:16]=[C:10]2[CH:9]1[CH2:20][CH2:21][C:22]1[CH:27]=[CH:26][C:25]([F:28])=[C:24]([C:29]([F:32])([F:31])[F:30])[CH:23]=1)=[O:7])([CH3:4])([CH3:3])[CH3:2].C1C(=O)N([Cl:40])C(=O)C1. (5) Given the product [Br:8][C:5]1[CH:4]=[C:3]2[C:2](=[CH:7][CH:6]=1)[NH:1][C:18](=[O:19])[N:17]=[C:9]2[C:11]1[CH:16]=[CH:15][N:14]=[CH:13][CH:12]=1, predict the reactants needed to synthesize it. The reactants are: [NH2:1][C:2]1[CH:7]=[CH:6][C:5]([Br:8])=[CH:4][C:3]=1[C:9]([C:11]1[CH:16]=[CH:15][N:14]=[CH:13][CH:12]=1)=O.[NH2:17][C:18](N)=[O:19].